Dataset: Forward reaction prediction with 1.9M reactions from USPTO patents (1976-2016). Task: Predict the product of the given reaction. (1) Given the reactants [NH:1]1[CH2:6][CH2:5][CH:4]([N:7]2[C:11]3=[C:12]4[S:18][CH:17]=[CH:16][C:13]4=[N:14][CH:15]=[C:10]3[N:9]=[C:8]2[C@H:19]([OH:21])[CH3:20])[CH2:3][CH2:2]1.[F:22][C:23]([F:29])([F:28])[CH2:24][CH2:25][CH:26]=O.C(O[BH-](OC(=O)C)OC(=O)C)(=O)C.C[N+](C)(C)C, predict the reaction product. The product is: [F:22][C:23]([F:29])([F:28])[CH2:24][CH2:25][CH2:26][N:1]1[CH2:6][CH2:5][CH:4]([N:7]2[C:11]3=[C:12]4[S:18][CH:17]=[CH:16][C:13]4=[N:14][CH:15]=[C:10]3[N:9]=[C:8]2[C@H:19]([OH:21])[CH3:20])[CH2:3][CH2:2]1. (2) Given the reactants [CH3:1][O:2][C:3]([C@H:5]1[CH2:10][CH2:9][C@H:8]([C:11]([OH:13])=O)[CH2:7][CH2:6]1)=[O:4].C([N:16](CC)CC)C.ClC(OCC)=O.[OH-].[NH4+], predict the reaction product. The product is: [C:11]([C@H:8]1[CH2:9][CH2:10][C@H:5]([C:3]([O:2][CH3:1])=[O:4])[CH2:6][CH2:7]1)(=[O:13])[NH2:16]. (3) Given the reactants [NH2:1][C:2]1[CH:3]=[C:4]([C:8]2[N:13]3[N:14]=[CH:15][C:16]([C:17]([C:19]4[S:20][CH:21]=[CH:22][CH:23]=4)=[O:18])=[C:12]3[N:11]=[CH:10][CH:9]=2)[CH:5]=[CH:6][CH:7]=1.[CH3:24][C:25](=[CH:28][CH2:29][CH3:30])[CH:26]=O, predict the reaction product. The product is: [CH3:24]/[C:25](=[CH:28]\[CH2:29][CH3:30])/[CH2:26][NH:1][C:2]1[CH:3]=[C:4]([C:8]2[N:13]3[N:14]=[CH:15][C:16]([C:17]([C:19]4[S:20][CH:21]=[CH:22][CH:23]=4)=[O:18])=[C:12]3[N:11]=[CH:10][CH:9]=2)[CH:5]=[CH:6][CH:7]=1. (4) Given the reactants [N:1]1[CH:6]=[CH:5][C:4]([N:7]2[CH2:12][CH2:11][CH:10]([C:13](Cl)=[O:14])[CH2:9][CH2:8]2)=[CH:3][CH:2]=1.[CH:16]1[C:25]2[C:20](=[CH:21][CH:22]=[CH:23][CH:24]=2)[CH:19]=[CH:18][C:17]=1[S:26]([N:29]1[CH2:35][CH2:34][CH2:33][NH:32][CH2:31][CH2:30]1)(=[O:28])=[O:27], predict the reaction product. The product is: [CH:16]1[C:25]2[C:20](=[CH:21][CH:22]=[CH:23][CH:24]=2)[CH:19]=[CH:18][C:17]=1[S:26]([N:29]1[CH2:35][CH2:34][CH2:33][N:32]([C:13]([CH:10]2[CH2:11][CH2:12][N:7]([C:4]3[CH:5]=[CH:6][N:1]=[CH:2][CH:3]=3)[CH2:8][CH2:9]2)=[O:14])[CH2:31][CH2:30]1)(=[O:28])=[O:27]. (5) Given the reactants [N:1]1(C(OC(C)(C)C)=O)[CH2:6][CH2:5][NH:4][C@H:3]([C:7]([O:9][CH3:10])=[O:8])[CH2:2]1.[ClH:18], predict the reaction product. The product is: [ClH:18].[NH:4]1[CH2:5][CH2:6][NH:1][CH2:2][C@H:3]1[C:7]([O:9][CH3:10])=[O:8].